This data is from Peptide-MHC class I binding affinity with 185,985 pairs from IEDB/IMGT. The task is: Regression. Given a peptide amino acid sequence and an MHC pseudo amino acid sequence, predict their binding affinity value. This is MHC class I binding data. (1) The peptide sequence is TLFYCDERDA. The MHC is Mamu-B01 with pseudo-sequence Mamu-B01. The binding affinity (normalized) is 0.116. (2) The peptide sequence is YTVEFDRDK. The MHC is HLA-A68:01 with pseudo-sequence HLA-A68:01. The binding affinity (normalized) is 0.979. (3) The peptide sequence is RVLTARKTV. The MHC is HLA-A02:01 with pseudo-sequence HLA-A02:01. The binding affinity (normalized) is 0.0847. (4) The peptide sequence is RRYASQTEL. The MHC is HLA-C04:01 with pseudo-sequence HLA-C04:01. The binding affinity (normalized) is 0.213.